From a dataset of Forward reaction prediction with 1.9M reactions from USPTO patents (1976-2016). Predict the product of the given reaction. Given the reactants [BH4-].[Na+].[CH2:3]([O:10][C:11]1[CH:18]=[CH:17][C:16]([O:19][C:20]2[C:28]([CH3:29])=[CH:27][C:26]([N+:30]([O-:32])=[O:31])=[C:25]3[C:21]=2[CH2:22][CH2:23][CH2:24]3)=[CH:15][C:12]=1[CH:13]=[O:14])[C:4]1[CH:9]=[CH:8][CH:7]=[CH:6][CH:5]=1.CO.Cl, predict the reaction product. The product is: [CH2:3]([O:10][C:11]1[CH:18]=[CH:17][C:16]([O:19][C:20]2[C:28]([CH3:29])=[CH:27][C:26]([N+:30]([O-:32])=[O:31])=[C:25]3[C:21]=2[CH2:22][CH2:23][CH2:24]3)=[CH:15][C:12]=1[CH2:13][OH:14])[C:4]1[CH:9]=[CH:8][CH:7]=[CH:6][CH:5]=1.